Dataset: Full USPTO retrosynthesis dataset with 1.9M reactions from patents (1976-2016). Task: Predict the reactants needed to synthesize the given product. (1) Given the product [Cl:1][C:2]1[CH:7]=[CH:6][C:5]([S:8]([NH:11][C:12]2[C:13]([C:19]([C:21]3[C:22]4[CH:29]=[N:28][NH:27][C:23]=4[N:24]=[CH:25][CH:26]=3)=[O:20])=[N:14][CH:15]=[C:16]([CH3:18])[CH:17]=2)(=[O:9])=[O:10])=[CH:4][C:3]=1[C:33]([F:35])([F:34])[F:36], predict the reactants needed to synthesize it. The reactants are: [Cl:1][C:2]1[CH:7]=[CH:6][C:5]([S:8]([N:11](COC)[C:12]2[C:13]([C:19]([C:21]3[C:22]4[CH:29]=[N:28][NH:27][C:23]=4[N:24]=[CH:25][CH:26]=3)=[O:20])=[N:14][CH:15]=[C:16]([CH3:18])[CH:17]=2)(=[O:10])=[O:9])=[CH:4][C:3]=1[C:33]([F:36])([F:35])[F:34].O. (2) Given the product [O:21]1[CH:20]=[CH:19][CH:18]=[C:17]1[C:15]1[N:6]2[N:7]=[CH:8][C:4]([N+:1]([O-:3])=[O:2])=[C:5]2[N:9]=[CH:13][CH:14]=1, predict the reactants needed to synthesize it. The reactants are: [N+:1]([C:4]1[CH:8]=[N:7][NH:6][C:5]=1[NH2:9])([O-:3])=[O:2].CN([CH:13]=[CH:14][C:15]([C:17]1[O:21][CH:20]=[CH:19][CH:18]=1)=O)C.